Dataset: Full USPTO retrosynthesis dataset with 1.9M reactions from patents (1976-2016). Task: Predict the reactants needed to synthesize the given product. (1) Given the product [CH3:29][O:28][C:26](=[O:27])[CH2:25][O:8][C:7]1[CH:6]=[CH:5][C:4]([C:9]2[CH:10]=[CH:11][C:12]([CH2:15][NH:16][C:17]([O:18][C:19]([CH3:20])([CH3:22])[CH3:21])=[O:23])=[CH:13][CH:14]=2)=[CH:3][C:2]=1[Br:1], predict the reactants needed to synthesize it. The reactants are: [Br:1][C:2]1[CH:3]=[C:4]([C:9]2[CH:14]=[CH:13][C:12]([CH2:15][NH:16][C:17](=[O:23])[O:18][C:19]([CH3:22])([CH3:21])[CH3:20])=[CH:11][CH:10]=2)[CH:5]=[CH:6][C:7]=1[OH:8].Br[CH2:25][C:26]([O:28][CH3:29])=[O:27].C(=O)([O-])[O-].[K+].[K+]. (2) Given the product [N+:27]([C:5]1[CH:4]=[CH:3][C:2]([N:30]2[CH2:35][CH2:34][CH2:33][CH2:32][CH2:31]2)=[CH:26][C:6]=1[C:7]([NH:9][C:10]1[CH:15]=[N:14][C:13]([C:16]2[CH:21]=[CH:20][CH:19]=[C:18]([C:22]([F:25])([F:24])[F:23])[CH:17]=2)=[CH:12][N:11]=1)=[O:8])([O-:29])=[O:28], predict the reactants needed to synthesize it. The reactants are: Cl[C:2]1[CH:3]=[CH:4][C:5]([N+:27]([O-:29])=[O:28])=[C:6]([CH:26]=1)[C:7]([NH:9][C:10]1[CH:15]=[N:14][C:13]([C:16]2[CH:21]=[CH:20][CH:19]=[C:18]([C:22]([F:25])([F:24])[F:23])[CH:17]=2)=[CH:12][N:11]=1)=[O:8].[NH:30]1[CH2:35][CH2:34][CH2:33][CH2:32][CH2:31]1.C(=O)([O-])[O-].[K+].[K+].